From a dataset of CYP2C19 inhibition data for predicting drug metabolism from PubChem BioAssay. Regression/Classification. Given a drug SMILES string, predict its absorption, distribution, metabolism, or excretion properties. Task type varies by dataset: regression for continuous measurements (e.g., permeability, clearance, half-life) or binary classification for categorical outcomes (e.g., BBB penetration, CYP inhibition). Dataset: cyp2c19_veith. (1) The compound is CS(=O)(=O)Nc1ccc(Nc2c3ccccc3nc3ccccc23)cc1.CS(=O)(=O)O. The result is 0 (non-inhibitor). (2) The compound is O=C(CCS(=O)(=O)c1cccs1)N1CCN(c2ccc(F)cc2)CC1. The result is 1 (inhibitor).